Dataset: Reaction yield outcomes from USPTO patents with 853,638 reactions. Task: Predict the reaction yield, written as a fraction of the theoretical maximum amount of product (1.0 means a 100% yield; for example, 0.34 means a 34% yield). (1) The catalyst is CN(C=O)C.C(OCC)(=O)C. The yield is 0.990. The reactants are [Cl:1][C:2]1[N:10]=[C:9]([CH3:11])[CH:8]=[CH:7][C:3]=1[C:4]([OH:6])=[O:5].[C:12](=O)([O-])[O-].[K+].[K+].CI. The product is [CH3:12][O:5][C:4](=[O:6])[C:3]1[CH:7]=[CH:8][C:9]([CH3:11])=[N:10][C:2]=1[Cl:1]. (2) The reactants are [NH:1]1[CH:5]=[C:4]([C:6]2[CH:11]=[C:10]([C:12]([O:14]C)=[O:13])[CH:9]=[CH:8][N:7]=2)[N:3]=[CH:2]1.[F:16][C:17]1[CH:25]=[CH:24][CH:23]=[CH:22][C:18]=1[CH2:19][CH2:20]Br.[OH-].[Na+]. The catalyst is CO. The product is [F:16][C:17]1[CH:25]=[CH:24][CH:23]=[CH:22][C:18]=1[CH2:19][CH2:20][N:1]1[CH:5]=[C:4]([C:6]2[CH:11]=[C:10]([C:12]([OH:14])=[O:13])[CH:9]=[CH:8][N:7]=2)[N:3]=[CH:2]1. The yield is 0.480.